From a dataset of CYP2D6 inhibition data for predicting drug metabolism from PubChem BioAssay. Regression/Classification. Given a drug SMILES string, predict its absorption, distribution, metabolism, or excretion properties. Task type varies by dataset: regression for continuous measurements (e.g., permeability, clearance, half-life) or binary classification for categorical outcomes (e.g., BBB penetration, CYP inhibition). Dataset: cyp2d6_veith. (1) The drug is O=C(O)CCC(O)=C1S(=O)(=O)OCCOS1(=O)=O.[Na]. The result is 0 (non-inhibitor). (2) The drug is Cc1ccc(CCN2CC(C(=O)N3CCC4(CC3)OCCO4)CC2=O)cc1. The result is 0 (non-inhibitor). (3) The drug is COCCNc1nc(-c2ccoc2)nc2ccccc12. The result is 0 (non-inhibitor).